This data is from Full USPTO retrosynthesis dataset with 1.9M reactions from patents (1976-2016). The task is: Predict the reactants needed to synthesize the given product. (1) Given the product [CH3:1][O:2][C:3](=[O:30])[CH2:4][CH2:5][C:6]1[CH:11]=[CH:10][C:9]([O:12][CH2:13][CH2:14][C@@H:15]([O:17][C:18]2[CH:23]=[CH:22][C:21]([C:24]([F:27])([F:26])[F:25])=[CH:20][C:19]=2[C:34]2[CH:35]=[CH:36][CH:37]=[CH:38][C:33]=2[O:32][CH3:31])[CH3:16])=[CH:8][C:7]=1[CH3:29], predict the reactants needed to synthesize it. The reactants are: [CH3:1][O:2][C:3](=[O:30])[CH2:4][CH2:5][C:6]1[CH:11]=[CH:10][C:9]([O:12][CH2:13][CH2:14][C@@H:15]([O:17][C:18]2[CH:23]=[CH:22][C:21]([C:24]([F:27])([F:26])[F:25])=[CH:20][C:19]=2Br)[CH3:16])=[CH:8][C:7]=1[CH3:29].[CH3:31][O:32][C:33]1[CH:38]=[CH:37][CH:36]=[CH:35][C:34]=1B(O)O. (2) Given the product [NH2:29][C:15]1[N:16]=[CH:17][C:18]([C:31]2[S:46][C:34]3[CH2:35][N:36]([C:39]([O:41][C:42]([CH3:44])([CH3:43])[CH3:45])=[O:40])[CH2:37][CH2:38][C:33]=3[CH:32]=2)=[CH:19][C:14]=1[C:13]1[N:9]([C:3]2[CH:4]=[CH:5][CH:6]=[C:7]([F:8])[C:2]=2[F:1])[N:10]=[N:11][N:12]=1, predict the reactants needed to synthesize it. The reactants are: [F:1][C:2]1[C:7]([F:8])=[CH:6][CH:5]=[CH:4][C:3]=1[N:9]1[C:13]([C:14]2[C:15]([NH2:29])=[N:16][CH:17]=[C:18](B3OC(C)(C)C(C)(C)O3)[CH:19]=2)=[N:12][N:11]=[N:10]1.Br[C:31]1[S:46][C:34]2[CH2:35][N:36]([C:39]([O:41][C:42]([CH3:45])([CH3:44])[CH3:43])=[O:40])[CH2:37][CH2:38][C:33]=2[CH:32]=1.C([O-])(O)=O.[Na+]. (3) Given the product [F:10][C:4]1[C:5]([CH2:8][OH:9])=[N:6][CH:7]=[C:2]([C:19]2[CH2:24][CH2:23][N:22]([C:25]([O:27][C:28]([CH3:31])([CH3:30])[CH3:29])=[O:26])[CH2:21][CH:20]=2)[CH:3]=1, predict the reactants needed to synthesize it. The reactants are: Br[C:2]1[CH:3]=[C:4]([F:10])[C:5]([CH2:8][OH:9])=[N:6][CH:7]=1.CC1(C)C(C)(C)OB([C:19]2[CH2:20][CH2:21][N:22]([C:25]([O:27][C:28]([CH3:31])([CH3:30])[CH3:29])=[O:26])[CH2:23][CH:24]=2)O1.